Dataset: Catalyst prediction with 721,799 reactions and 888 catalyst types from USPTO. Task: Predict which catalyst facilitates the given reaction. (1) Reactant: [CH:1]1([C:6]2([CH2:14][CH2:15][C:16]3[CH:25]=[CH:24][C:19]([C:20]([O:22]C)=[O:21])=[C:18]([F:26])[CH:17]=3)[CH2:11][C:10](=[O:12])[CH2:9][C:8](=[O:13])[O:7]2)[CH2:5][CH2:4][CH2:3][CH2:2]1.[OH-].[Na+]. Product: [CH:1]1([C:6]2([CH2:14][CH2:15][C:16]3[CH:25]=[CH:24][C:19]([C:20]([OH:22])=[O:21])=[C:18]([F:26])[CH:17]=3)[CH2:11][C:10](=[O:12])[CH2:9][C:8](=[O:13])[O:7]2)[CH2:5][CH2:4][CH2:3][CH2:2]1. The catalyst class is: 33. (2) The catalyst class is: 6. Reactant: [CH2:1]([C:3]1[CH:8]=[CH:7][C:6]([O:9]C)=[CH:5][C:4]=1[C:11]1[CH:16]=[CH:15][C:14]([C:17](=[O:20])[CH2:18][CH3:19])=[CH:13][C:12]=1[CH2:21][CH2:22][CH3:23])[CH3:2].Cl.N1C=CC=CC=1. Product: [CH2:1]([C:3]1[CH:8]=[CH:7][C:6]([OH:9])=[CH:5][C:4]=1[C:11]1[CH:16]=[CH:15][C:14]([C:17](=[O:20])[CH2:18][CH3:19])=[CH:13][C:12]=1[CH2:21][CH2:22][CH3:23])[CH3:2]. (3) Reactant: [Br:1][C:2]1[CH:11]=[N:10][CH:9]=[C:8]2[C:3]=1[CH:4]=[C:5]([C:13]([OH:15])=O)[C:6]([CH3:12])=[N:7]2.C(N1C=CN=C1)([N:18]1C=CN=C1)=O.[OH-].[NH4+]. Product: [Br:1][C:2]1[CH:11]=[N:10][CH:9]=[C:8]2[C:3]=1[CH:4]=[C:5]([C:13]([NH2:18])=[O:15])[C:6]([CH3:12])=[N:7]2. The catalyst class is: 4. (4) Reactant: CC([BH-](C(C)C(C)C)C(C)C(C)C)C(C)C.[Li+].[C:18]1([C:36]2[CH:41]=[CH:40][CH:39]=[CH:38][CH:37]=2)[CH:23]=[CH:22][C:21]([O:24][C:25]2[CH:30]=[N:29][CH:28]=[C:27]3[S:31][C:32]([C:34]#[N:35])=[CH:33][C:26]=23)=[CH:20][CH:19]=1. Product: [C:18]1([C:36]2[CH:37]=[CH:38][CH:39]=[CH:40][CH:41]=2)[CH:23]=[CH:22][C:21]([O:24][C:25]2[CH:30]=[N:29][CH:28]=[C:27]3[S:31][C:32]([CH2:34][NH2:35])=[CH:33][C:26]=23)=[CH:20][CH:19]=1. The catalyst class is: 1. (5) Reactant: [O:1]1[CH2:5][CH2:4][C@@H:3]([OH:6])[CH2:2]1.C(N(CC)CC)C.[CH3:14][S:15](Cl)(=[O:17])=[O:16]. The catalyst class is: 4. Product: [CH3:14][S:15]([O:6][C@@H:3]1[CH2:4][CH2:5][O:1][CH2:2]1)(=[O:17])=[O:16].